Dataset: Forward reaction prediction with 1.9M reactions from USPTO patents (1976-2016). Task: Predict the product of the given reaction. (1) Given the reactants [OH:1][C:2]1[CH:7]=[CH:6][C:5]([CH3:8])=[CH:4][C:3]=1[C:9]1[CH2:13][CH2:12][CH2:11][C:10]=1[C:14]1[CH:15]=[C:16]([NH:23][C:24](=[O:27])[CH2:25][CH3:26])[CH:17]=[C:18]([CH:22]=1)[C:19]([OH:21])=[O:20].[F:28][C:29]1[CH:36]=[C:35]([F:37])[CH:34]=[CH:33][C:30]=1[CH2:31]Br, predict the reaction product. The product is: [F:28][C:29]1[CH:36]=[C:35]([F:37])[CH:34]=[CH:33][C:30]=1[CH2:31][O:20][C:19](=[O:21])[C:18]1[CH:22]=[C:14]([C:10]2[CH2:11][CH2:12][CH2:13][C:9]=2[C:3]2[CH:4]=[C:5]([CH3:8])[CH:6]=[CH:7][C:2]=2[O:1][CH2:31][C:30]2[CH:33]=[CH:34][C:35]([F:37])=[CH:36][C:29]=2[F:28])[CH:15]=[C:16]([NH:23][C:24](=[O:27])[CH2:25][CH3:26])[CH:17]=1. (2) Given the reactants [CH2:1]([O:3][C:4]([C:6](=[O:14])[C:7]1[CH:12]=[CH:11][C:10]([Br:13])=[CH:9][CH:8]=1)=[O:5])[CH3:2].Cl[CH2:16][CH2:17][OH:18].O1CCCC1.C(O)(C)(C)C.[K], predict the reaction product. The product is: [CH2:1]([O:3][C:4]([C:6]1([C:7]2[CH:8]=[CH:9][C:10]([Br:13])=[CH:11][CH:12]=2)[O:18][CH2:17][CH2:16][O:14]1)=[O:5])[CH3:2]. (3) Given the reactants N(OC(C)(C)C)=O.[CH2:8]([O:11][C:12]1[CH:24]=[CH:23][C:15]2[N+:16]([O-:22])=[C:17](N)[N:18]=[N+:19]([O-:20])[C:14]=2[CH:13]=1)[CH:9]=[CH2:10], predict the reaction product. The product is: [CH2:8]([O:11][C:12]1[CH:24]=[CH:23][C:15]2[N+:16]([O-:22])=[CH:17][N:18]=[N+:19]([O-:20])[C:14]=2[CH:13]=1)[CH:9]=[CH2:10]. (4) Given the reactants C(N(CC)CC)C.[N+:8]([C:11]1[CH:19]=[C:18]2[C:14]([CH:15]=[N:16][NH:17]2)=[CH:13][CH:12]=1)([O-:10])=[O:9].[CH3:20][C:21]([O:24][C:25](O[C:25]([O:24][C:21]([CH3:23])([CH3:22])[CH3:20])=[O:26])=[O:26])([CH3:23])[CH3:22], predict the reaction product. The product is: [N+:8]([C:11]1[CH:19]=[C:18]2[C:14]([CH:15]=[N:16][N:17]2[C:25]([O:24][C:21]([CH3:23])([CH3:22])[CH3:20])=[O:26])=[CH:13][CH:12]=1)([O-:10])=[O:9]. (5) The product is: [CH2:16]([C:23]1[C:24]([CH3:25])=[N:2][N:1]([C:3]2[N:8]=[C:7]([C:9]3[CH:14]=[CH:13][CH:12]=[CH:11][N:10]=3)[N:6]=[C:5]([NH2:15])[N:4]=2)[C:27]=1[CH3:28])[C:17]1[CH:18]=[CH:19][CH:20]=[CH:21][CH:22]=1. Given the reactants [NH:1]([C:3]1[N:8]=[C:7]([C:9]2[CH:14]=[CH:13][CH:12]=[CH:11][N:10]=2)[N:6]=[C:5]([NH2:15])[N:4]=1)[NH2:2].[CH2:16]([CH:23]([C:27](=O)[CH3:28])[C:24](=O)[CH3:25])[C:17]1[CH:22]=[CH:21][CH:20]=[CH:19][CH:18]=1.O.C1(C)C=CC(S(O)(=O)=O)=CC=1, predict the reaction product. (6) Given the reactants [CH3:1][C:2]([O:33][C:34]1[CH:39]=[CH:38][CH:37]=[CH:36][CH:35]=1)([CH2:6][C:7]1[CH:12]=[CH:11][C:10]([O:13][CH2:14][C:15](=[O:32])[NH:16][CH2:17][CH2:18][C:19]2[CH:24]=[CH:23][C:22]([O:25][C:26]3[CH:31]=[CH:30][CH:29]=[CH:28][CH:27]=3)=[CH:21][CH:20]=2)=[CH:9][CH:8]=1)[C:3]([OH:5])=[O:4].C(OC(=O)C(OC1C=CC([F:61])=CC=1)(C)CC1C=CC(O)=CC=1)C, predict the reaction product. The product is: [F:61][C:37]1[CH:36]=[CH:35][C:34]([O:33][C:2]([CH3:1])([CH2:6][C:7]2[CH:8]=[CH:9][C:10]([O:13][CH2:14][C:15](=[O:32])[NH:16][CH2:17][CH2:18][C:19]3[CH:24]=[CH:23][C:22]([O:25][C:26]4[CH:27]=[CH:28][CH:29]=[CH:30][CH:31]=4)=[CH:21][CH:20]=3)=[CH:11][CH:12]=2)[C:3]([OH:5])=[O:4])=[CH:39][CH:38]=1.